This data is from Reaction yield outcomes from USPTO patents with 853,638 reactions. The task is: Predict the reaction yield, written as a fraction of the theoretical maximum amount of product (1.0 means a 100% yield; for example, 0.34 means a 34% yield). (1) The reactants are Br[C:2]([CH3:9])([CH3:8])[C:3]([O:5][CH2:6][CH3:7])=[O:4].[C:10]([O-:13])(=[S:12])[CH3:11].[K+]. The catalyst is CN(C=O)C. The product is [CH2:6]([O:5][C:3](=[O:4])[C:2]([S:12][C:10](=[O:13])[CH3:11])([CH3:9])[CH3:8])[CH3:7]. The yield is 0.730. (2) The reactants are [Cl:1][C:2]1[CH:18]=[CH:17][C:5]2[CH2:6][CH2:7][N:8](C(=O)C(F)(F)F)[CH2:9][CH2:10][C:4]=2[C:3]=1[NH:19][CH2:20][C:21]1[CH:26]=[CH:25][C:24]([CH2:27][NH:28][C:29]([CH:31]2[CH2:33][CH2:32]2)=[O:30])=[CH:23][CH:22]=1.O[Li].O. The catalyst is CO. The product is [Cl:1][C:2]1[CH:18]=[CH:17][C:5]2[CH2:6][CH2:7][NH:8][CH2:9][CH2:10][C:4]=2[C:3]=1[NH:19][CH2:20][C:21]1[CH:22]=[CH:23][C:24]([CH2:27][NH:28][C:29]([CH:31]2[CH2:32][CH2:33]2)=[O:30])=[CH:25][CH:26]=1. The yield is 0.910. (3) The reactants are Cl[C:2]1[CH:7]=[N:6][CH:5]=[C:4]([Cl:8])[N:3]=1.[Cl:9][C:10]1[CH:15]=[CH:14][C:13](B(O)O)=[CH:12][CH:11]=1.C(=O)([O-])[O-].[K+].[K+]. The catalyst is C1(C)C(CCO)=CC=CC=1.C1C=CC([P]([Pd]([P](C2C=CC=CC=2)(C2C=CC=CC=2)C2C=CC=CC=2)([P](C2C=CC=CC=2)(C2C=CC=CC=2)C2C=CC=CC=2)[P](C2C=CC=CC=2)(C2C=CC=CC=2)C2C=CC=CC=2)(C2C=CC=CC=2)C2C=CC=CC=2)=CC=1. The product is [Cl:8][C:4]1[CH:5]=[N:6][CH:7]=[C:2]([C:13]2[CH:14]=[CH:15][C:10]([Cl:9])=[CH:11][CH:12]=2)[N:3]=1. The yield is 0.330. (4) The reactants are [OH:1][C:2]1[CH:9]=[CH:8][C:7]([CH3:10])=[CH:6][C:3]=1[CH:4]=[O:5].C(=O)([O-])[O-].[Cs+].[Cs+].[I-].[K+].[C:19]([O:22][CH2:23][CH2:24]Br)(=[O:21])[CH3:20]. The catalyst is CN(C)C=O.C(OCC)C. The product is [CH:4]([C:3]1[CH:6]=[C:7]([CH3:10])[CH:8]=[CH:9][C:2]=1[O:1][CH2:24][CH2:23][O:22][C:19](=[O:21])[CH3:20])=[O:5]. The yield is 1.00. (5) The reactants are [F:1][C:2]1[CH:7]=[CH:6][C:5]([C:8]2[S:9][C:10]([C:13]([NH:21]C(=O)C)([C:15]3[CH:20]=[CH:19][N:18]=[CH:17][CH:16]=3)[CH3:14])=[CH:11][N:12]=2)=[CH:4][CH:3]=1.Cl.[OH-].[Na+]. No catalyst specified. The product is [F:1][C:2]1[CH:7]=[CH:6][C:5]([C:8]2[S:9][C:10]([C:13]([C:15]3[CH:16]=[CH:17][N:18]=[CH:19][CH:20]=3)([NH2:21])[CH3:14])=[CH:11][N:12]=2)=[CH:4][CH:3]=1. The yield is 0.380. (6) The reactants are [CH2:1]([N:3]1[C:12]2[C:7](=[CH:8][C:9]([N:13]([CH2:24][C:25]3[CH:30]=[CH:29][C:28]([O:31][CH3:32])=[CH:27][CH:26]=3)[S:14]([CH2:17][CH2:18][C:19]([O:21]CC)=[O:20])(=[O:16])=[O:15])=[CH:10][CH:11]=2)[C:6](=[O:33])[N:5]([CH2:34][CH3:35])[C:4]1=[O:36])[CH3:2].C1COCC1.C(O)C.[OH-].[Li+]. The catalyst is O. The product is [CH2:1]([N:3]1[C:12]2[C:7](=[CH:8][C:9]([N:13]([CH2:24][C:25]3[CH:26]=[CH:27][C:28]([O:31][CH3:32])=[CH:29][CH:30]=3)[S:14]([CH2:17][CH2:18][C:19]([OH:21])=[O:20])(=[O:15])=[O:16])=[CH:10][CH:11]=2)[C:6](=[O:33])[N:5]([CH2:34][CH3:35])[C:4]1=[O:36])[CH3:2]. The yield is 0.150.